This data is from NCI-60 drug combinations with 297,098 pairs across 59 cell lines. The task is: Regression. Given two drug SMILES strings and cell line genomic features, predict the synergy score measuring deviation from expected non-interaction effect. (1) Drug 2: C1=CC(=CC=C1C#N)C(C2=CC=C(C=C2)C#N)N3C=NC=N3. Drug 1: C1CCC(C1)C(CC#N)N2C=C(C=N2)C3=C4C=CNC4=NC=N3. Cell line: DU-145. Synergy scores: CSS=9.75, Synergy_ZIP=-1.34, Synergy_Bliss=3.71, Synergy_Loewe=3.99, Synergy_HSA=3.85. (2) Drug 2: C1C(C(OC1N2C=NC3=C(N=C(N=C32)Cl)N)CO)O. Synergy scores: CSS=32.7, Synergy_ZIP=-5.69, Synergy_Bliss=-4.32, Synergy_Loewe=-2.17, Synergy_HSA=0.400. Drug 1: C1=CN(C(=O)N=C1N)C2C(C(C(O2)CO)O)O.Cl. Cell line: HS 578T. (3) Drug 2: CC12CCC3C(C1CCC2OP(=O)(O)O)CCC4=C3C=CC(=C4)OC(=O)N(CCCl)CCCl.[Na+]. Cell line: HL-60(TB). Drug 1: C1=NC2=C(N=C(N=C2N1C3C(C(C(O3)CO)O)O)F)N. Synergy scores: CSS=40.7, Synergy_ZIP=1.66, Synergy_Bliss=-4.97, Synergy_Loewe=-21.8, Synergy_HSA=-13.1.